From a dataset of Full USPTO retrosynthesis dataset with 1.9M reactions from patents (1976-2016). Predict the reactants needed to synthesize the given product. Given the product [CH:1]1([CH2:5][C@H:6]([N:17]([CH2:25][C:26]2[CH:31]=[CH:30][CH:29]=[CH:28][CH:27]=2)[CH2:18][C:19]2[CH:20]=[CH:21][CH:22]=[CH:23][CH:24]=2)[C:7]([OH:9])=[O:8])[CH2:2][CH2:3][CH2:4]1, predict the reactants needed to synthesize it. The reactants are: [CH:1]1([CH2:5][C@H:6]([N:17]([CH2:25][C:26]2[CH:31]=[CH:30][CH:29]=[CH:28][CH:27]=2)[CH2:18][C:19]2[CH:24]=[CH:23][CH:22]=[CH:21][CH:20]=2)[C:7]([O:9]CC2C=CC=CC=2)=[O:8])[CH2:4][CH2:3][CH2:2]1.C(N(CC1C=CC=CC=1)[C@@H](CC)C(O)=O)C1C=CC=CC=1.